Dataset: Peptide-MHC class I binding affinity with 185,985 pairs from IEDB/IMGT. Task: Regression. Given a peptide amino acid sequence and an MHC pseudo amino acid sequence, predict their binding affinity value. This is MHC class I binding data. (1) The peptide sequence is LMAEALKEA. The MHC is Mamu-B03 with pseudo-sequence Mamu-B03. The binding affinity (normalized) is 0.115. (2) The peptide sequence is SPGDLQTLAL. The MHC is HLA-A11:01 with pseudo-sequence HLA-A11:01. The binding affinity (normalized) is 0.